From a dataset of Forward reaction prediction with 1.9M reactions from USPTO patents (1976-2016). Predict the product of the given reaction. (1) Given the reactants [Cl:1][C:2]1[CH:7]=[CH:6][C:5]([CH:8](O)[C:9]2[CH:10]=[C:11]([C:20]([OH:22])=[O:21])[C:12](=[O:19])[N:13]3[C:18]=2[CH:17]=[CH:16][CH:15]=[CH:14]3)=[CH:4][CH:3]=1.C([SiH](CC)CC)C.FC(F)(F)C(O)=O.O, predict the reaction product. The product is: [Cl:1][C:2]1[CH:3]=[CH:4][C:5]([CH2:8][C:9]2[CH:10]=[C:11]([C:20]([OH:22])=[O:21])[C:12](=[O:19])[N:13]3[C:18]=2[CH:17]=[CH:16][CH:15]=[CH:14]3)=[CH:6][CH:7]=1. (2) Given the reactants Cl[C:2]1[N:7]=[CH:6][C:5]([C:8]#[N:9])=[C:4]([NH:10][C:11]2[CH:16]=[CH:15][CH:14]=[C:13]([CH3:17])[N:12]=2)[CH:3]=1.[CH2:18]([NH2:23])[CH:19]([NH2:22])[CH2:20][CH3:21].C(N(CC)C(C)C)(C)C, predict the reaction product. The product is: [NH2:22][CH:19]([CH2:20][CH3:21])[CH2:18][NH:23][C:2]1[N:7]=[CH:6][C:5]([C:8]#[N:9])=[C:4]([NH:10][C:11]2[CH:16]=[CH:15][CH:14]=[C:13]([CH3:17])[N:12]=2)[CH:3]=1. (3) Given the reactants [Cl:1][C:2]1[CH:7]=[CH:6][C:5]([NH:8][C:9](=[O:23])[C:10]2[CH:11]=[C:12]([CH:17]=[CH:18][C:19]=2[N+:20]([O-:22])=[O:21])[C:13](OC)=[O:14])=[CH:4][CH:3]=1.[NH3:24], predict the reaction product. The product is: [N+:20]([C:19]1[CH:18]=[CH:17][C:12]([C:13]([NH2:24])=[O:14])=[CH:11][C:10]=1[C:9]([NH:8][C:5]1[CH:6]=[CH:7][C:2]([Cl:1])=[CH:3][CH:4]=1)=[O:23])([O-:22])=[O:21]. (4) Given the reactants [CH3:1][O:2][C:3](=[O:69])/[CH:4]=[CH:5]/[C:6]1[CH:68]=[CH:67][C:9]([C:10]([O:12][CH2:13][CH2:14][CH2:15][CH2:16][CH2:17][CH2:18][O:19][C:20](=[O:66])[C:21]([CH2:56][C:57]2[CH:62]=[CH:61][C:60]([N+:63]([O-])=O)=[CH:59][CH:58]=2)([CH2:46][C:47]2[CH:52]=[CH:51][C:50]([N+:53]([O-])=O)=[CH:49][CH:48]=2)[C:22]([O:24][CH2:25][CH2:26][CH2:27][CH2:28][CH2:29][CH2:30][O:31][C:32](=[O:45])[C:33]2[CH:38]=[CH:37][C:36](/[CH:39]=[CH:40]/[C:41]([O:43][CH3:44])=[O:42])=[CH:35][CH:34]=2)=[O:23])=[O:11])=[CH:8][CH:7]=1, predict the reaction product. The product is: [CH3:1][O:2][C:3](=[O:69])/[CH:4]=[CH:5]/[C:6]1[CH:7]=[CH:8][C:9]([C:10]([O:12][CH2:13][CH2:14][CH2:15][CH2:16][CH2:17][CH2:18][O:19][C:20](=[O:66])[C:21]([CH2:56][C:57]2[CH:62]=[CH:61][C:60]([NH2:63])=[CH:59][CH:58]=2)([CH2:46][C:47]2[CH:52]=[CH:51][C:50]([NH2:53])=[CH:49][CH:48]=2)[C:22]([O:24][CH2:25][CH2:26][CH2:27][CH2:28][CH2:29][CH2:30][O:31][C:32](=[O:45])[C:33]2[CH:38]=[CH:37][C:36](/[CH:39]=[CH:40]/[C:41]([O:43][CH3:44])=[O:42])=[CH:35][CH:34]=2)=[O:23])=[O:11])=[CH:67][CH:68]=1. (5) Given the reactants COC(=O)C=CC1C2N(C3C=CC=CC=3)C=NC=2C=C(C(F)(F)F)C=1.CN1[CH2:32][CH2:31][N:30]([C:33](=[O:55])[CH:34]=[CH:35][C:36]2[C:44]3[N:43]([C:45]4[CH:50]=[CH:49][CH:48]=[CH:47][CH:46]=4)[CH:42]=[N:41][C:40]=3[CH:39]=[C:38]([C:51]([F:54])([F:53])[F:52])[CH:37]=2)[CH2:29][CH2:28]1, predict the reaction product. The product is: [C:45]1([N:43]2[C:44]3[C:36]([CH:35]=[CH:34][C:33]([N:30]4[CH2:31][CH2:32][CH2:28][CH2:29]4)=[O:55])=[CH:37][C:38]([C:51]([F:54])([F:52])[F:53])=[CH:39][C:40]=3[N:41]=[CH:42]2)[CH:50]=[CH:49][CH:48]=[CH:47][CH:46]=1. (6) Given the reactants [CH2:1]([N:5]1[CH:10]=[CH:9][C:8]([CH3:12])([CH3:11])[CH2:7][CH2:6]1)[CH:2]([CH3:4])[CH3:3].C(N(CC)CC)C.[C:20]([C:24]1[CH:32]=[CH:31][C:27]([C:28](Cl)=[O:29])=[CH:26][CH:25]=1)([CH3:23])([CH3:22])[CH3:21].C(=O)([O-])[O-].[Na+].[Na+], predict the reaction product. The product is: [C:20]([C:24]1[CH:25]=[CH:26][C:27]([C:28]([C:9]2[C:8]([CH3:12])([CH3:11])[CH2:7][CH2:6][N:5]([CH2:1][CH:2]([CH3:4])[CH3:3])[CH:10]=2)=[O:29])=[CH:31][CH:32]=1)([CH3:23])([CH3:21])[CH3:22]. (7) Given the reactants [NH2:1][C:2]1[CH:7]=[CH:6][C:5]([C:8]2[C:16]3[C:11](=[CH:12][N:13]=[CH:14][CH:15]=3)[NH:10][C:9]=2[C:17]([NH2:19])=[O:18])=[CH:4][CH:3]=1.[CH3:20][C:21]1[CH:26]=[CH:25][C:24]([CH3:27])=[CH:23][C:22]=1[N:28]=[C:29]=[O:30], predict the reaction product. The product is: [CH3:20][C:21]1[CH:26]=[CH:25][C:24]([CH3:27])=[CH:23][C:22]=1[NH:28][C:29](=[O:30])[NH:1][C:2]1[CH:3]=[CH:4][C:5]([C:8]2[C:16]3[C:11](=[CH:12][N:13]=[CH:14][CH:15]=3)[NH:10][C:9]=2[C:17]([NH2:19])=[O:18])=[CH:6][CH:7]=1. (8) Given the reactants [CH3:1][O:2][C:3]1[CH:4]=[C:5]2[C:10](=[CH:11][C:12]=1[O:13][CH3:14])[N:9]=[CH:8][N:7]=[C:6]2[N:15]1[CH2:20][CH2:19][CH:18]([OH:21])[CH2:17][CH2:16]1.[CH:22]([C:25]1[CH:30]=[CH:29][C:28]([N:31]=[C:32]=[O:33])=[CH:27][CH:26]=1)([CH3:24])[CH3:23].ClC(Cl)C, predict the reaction product. The product is: [CH3:1][O:2][C:3]1[CH:4]=[C:5]2[C:10](=[CH:11][C:12]=1[O:13][CH3:14])[N:9]=[CH:8][N:7]=[C:6]2[N:15]1[CH2:16][CH2:17][CH:18]([O:21][C:32](=[O:33])[NH:31][C:28]2[CH:29]=[CH:30][C:25]([CH:22]([CH3:23])[CH3:24])=[CH:26][CH:27]=2)[CH2:19][CH2:20]1. (9) The product is: [CH3:21][O:20][C:17]1[CH:18]=[CH:19][C:14]([CH2:13][N:7]2[CH2:6][CH2:5][C:4]3[C:9](=[CH:10][CH:11]=[C:2]([C:29]([CH3:30])([CH3:28])[CH:24]=[O:23])[CH:3]=3)[C:8]2=[O:12])=[CH:15][CH:16]=1. Given the reactants Br[C:2]1[CH:3]=[C:4]2[C:9](=[CH:10][CH:11]=1)[C:8](=[O:12])[N:7]([CH2:13][C:14]1[CH:19]=[CH:18][C:17]([O:20][CH3:21])=[CH:16][CH:15]=1)[CH2:6][CH2:5]2.C[O:23][C:24]1C=CC=[C:28](OC)[C:29]=1[C:30]1C=CC=CC=1P(C1CCCCC1)C1CCCCC1.C(=O)([O-])[O-].[Cs+].[Cs+].C(=O)C(C)C, predict the reaction product. (10) Given the reactants [ClH:1].C(OC(=O)[NH:8][CH:9]([C:27]1[CH:32]=[CH:31][C:30]([C:33]#[N:34])=[CH:29][C:28]=1[Br:35])[C:10]1[C:14](=[O:15])[CH2:13][CH2:12][C:11]=1[NH:16][C:17]1[CH:22]=[CH:21][CH:20]=[C:19]([C:23]([F:26])([F:25])[F:24])[CH:18]=1)(C)(C)C, predict the reaction product. The product is: [ClH:1].[NH2:8][CH:9]([C:10]1[C:14](=[O:15])[CH2:13][CH2:12][C:11]=1[NH:16][C:17]1[CH:22]=[CH:21][CH:20]=[C:19]([C:23]([F:26])([F:24])[F:25])[CH:18]=1)[C:27]1[CH:32]=[CH:31][C:30]([C:33]#[N:34])=[CH:29][C:28]=1[Br:35].